From a dataset of Reaction yield outcomes from USPTO patents with 853,638 reactions. Predict the reaction yield, written as a fraction of the theoretical maximum amount of product (1.0 means a 100% yield; for example, 0.34 means a 34% yield). (1) The reactants are Cl[C:2]1[C:7]([F:8])=[CH:6][C:5]([C:9]2[C:18]3[C:13](=[CH:14][C:15]([S:19]([N:22]([C:32]4[CH:36]=[CH:35][O:34][N:33]=4)CC4C=CC(OC)=CC=4)(=[O:21])=[O:20])=[CH:16][CH:17]=3)[C:12](=[O:37])[N:11]([CH3:38])[N:10]=2)=[C:4]([O:39][CH3:40])[CH:3]=1.[F:41][C:42]([F:53])([F:52])[C:43]1[CH:44]=[C:45](B(O)O)[CH:46]=[CH:47][CH:48]=1.C1(P(C2CCCCC2)C2C=CC=CC=2C2C(OC)=CC=CC=2OC)CCCCC1.P([O-])([O-])([O-])=O.[K+].[K+].[K+].OS(C(F)(F)F)(=O)=O. The catalyst is CC(OC)(C)C.COC1C=CC=C(OC)C=1C1C(P(C2CCCCC2)C2CCCCC2)=CC=CC=1.C1C=[C-]C(CCN)=CC=1.Cl[Pd+]. The product is [F:8][C:7]1[CH:6]=[C:5]([C:9]2[C:18]3[C:13](=[CH:14][C:15]([S:19]([NH:22][C:32]4[CH:36]=[CH:35][O:34][N:33]=4)(=[O:21])=[O:20])=[CH:16][CH:17]=3)[C:12](=[O:37])[N:11]([CH3:38])[N:10]=2)[C:4]([O:39][CH3:40])=[CH:3][C:2]=1[C:45]1[CH:46]=[CH:47][CH:48]=[C:43]([C:42]([F:53])([F:52])[F:41])[CH:44]=1. The yield is 0.389. (2) The reactants are [CH2:1]([NH:3][C:4]1[N:9]=[C:8]([O:10]C)[C:7]([C:12]2[CH:17]=[CH:16][C:15]([O:18][C:19]3[CH:24]=[CH:23][N:22]=[C:21]([C:25]4[CH:26]=[N:27][C:28]([CH3:31])=[CH:29][CH:30]=4)[CH:20]=3)=[C:14]([CH3:32])[N:13]=2)=[CH:6][N:5]=1)[CH3:2].Br. No catalyst specified. The product is [CH2:1]([NH:3][C:4]1[NH:9][C:8](=[O:10])[C:7]([C:12]2[CH:17]=[CH:16][C:15]([O:18][C:19]3[CH:24]=[CH:23][N:22]=[C:21]([C:25]4[CH:26]=[N:27][C:28]([CH3:31])=[CH:29][CH:30]=4)[CH:20]=3)=[C:14]([CH3:32])[N:13]=2)=[CH:6][N:5]=1)[CH3:2]. The yield is 0.730. (3) The reactants are [CH:1]1([CH2:6][CH:7]([C:11]2[CH:16]=[CH:15][C:14](F)=[C:13]([C:18]([F:21])([F:20])[F:19])[CH:12]=2)[C:8]([OH:10])=[O:9])[CH2:5][CH2:4][CH2:3][CH2:2]1.[CH3:22][S-:23].[Na+].Cl. The product is [CH:1]1([CH2:6][CH:7]([C:11]2[CH:16]=[CH:15][C:14]([S:23][CH3:22])=[C:13]([C:18]([F:21])([F:20])[F:19])[CH:12]=2)[C:8]([OH:10])=[O:9])[CH2:5][CH2:4][CH2:3][CH2:2]1. The yield is 0.834. The catalyst is CN(C)C=O. (4) The reactants are [Cl-].[Ca+2].[Cl-].[Br:4][C:5]1[CH:10]=[C:9]([N+:11]([O-])=O)[C:8]([OH:14])=[C:7]([Cl:15])[CH:6]=1. The catalyst is C(O)C.O.[Fe]. The product is [NH2:11][C:9]1[CH:10]=[C:5]([Br:4])[CH:6]=[C:7]([Cl:15])[C:8]=1[OH:14]. The yield is 0.450. (5) The product is [C:48]([O:52][C:53]([N:55]([CH3:132])[C@@H:56]([CH3:131])[C:57]([NH:59][C@@H:60]([C:127]([CH3:130])([CH3:129])[CH3:128])[C:61]([N:63]1[CH2:67][C@@H:66]([C:68]2[CH:77]=[C:76]3[C:71]([CH2:72][C@@H:73]([C:99](=[O:111])[NH:100][C@H:101]4[C:110]5[C:105](=[CH:106][CH:107]=[CH:108][CH:109]=5)[CH2:104][CH2:103][CH2:102]4)[N:74]([C:78](=[O:98])[C@@H:79]([NH:84][C:85](=[O:97])[C@@H:86]([N:88]([C:90]([O:92][C:93]([CH3:94])([CH3:96])[CH3:95])=[O:91])[CH3:89])[CH3:87])[C:80]([CH3:82])([CH3:81])[CH3:83])[CH2:75]3)=[CH:70][CH:69]=2)[CH2:65][C@H:64]1[C:112]([NH:114][C@@H:115]([CH2:120][C:121]1[CH:126]=[CH:125][CH:124]=[CH:123][CH:122]=1)[C:116]([OH:118])=[O:117])=[O:113])=[O:62])=[O:58])=[O:54])([CH3:49])([CH3:50])[CH3:51]. No catalyst specified. The yield is 0.950. The reactants are C(OC(N(C)[C@@H](C)C(N[C@@H](C(C)(C)C)C(N1[C@H](C(=O)N[C@H]2C3C(=CC=CC=3)CCC2)CC2C(=CC(C(O)=O)=CC=2)C1)=O)=O)=O)(C)(C)C.[C:48]([O:52][C:53]([N:55]([CH3:132])[C@@H:56]([CH3:131])[C:57]([NH:59][C@@H:60]([C:127]([CH3:130])([CH3:129])[CH3:128])[C:61]([N:63]1[CH2:67][C@@H:66]([C:68]2[CH:77]=[C:76]3[C:71]([CH2:72][C@@H:73]([C:99](=[O:111])[NH:100][C@H:101]4[C:110]5[C:105](=[CH:106][CH:107]=[CH:108][CH:109]=5)[CH2:104][CH2:103][CH2:102]4)[N:74]([C:78](=[O:98])[C@@H:79]([NH:84][C:85](=[O:97])[C@@H:86]([N:88]([C:90]([O:92][C:93]([CH3:96])([CH3:95])[CH3:94])=[O:91])[CH3:89])[CH3:87])[C:80]([CH3:83])([CH3:82])[CH3:81])[CH2:75]3)=[CH:70][CH:69]=2)[CH2:65][C@H:64]1[C:112]([NH:114][C@@H:115]([CH2:120][C:121]1[CH:126]=[CH:125][CH:124]=[CH:123][CH:122]=1)[C:116]([O:118]C)=[O:117])=[O:113])=[O:62])=[O:58])=[O:54])([CH3:51])([CH3:50])[CH3:49]. (6) The reactants are [F:1][C:2]([F:11])([F:10])[C:3]1[CH:9]=[CH:8][CH:7]=[CH:6][C:4]=1[NH2:5].[N:12]([O-])=O.[Na+].C([O-])(=O)C.[Na+].[C:21]([CH2:24][C:25](=[O:27])[CH3:26])(=[O:23])[CH3:22]. The catalyst is O.Cl.C(O)C. The product is [F:1][C:2]([F:10])([F:11])[C:3]1[CH:9]=[CH:8][CH:7]=[CH:6][C:4]=1[NH:5][N:12]=[C:24]([C:25](=[O:27])[CH3:26])[C:21](=[O:23])[CH3:22]. The yield is 0.330. (7) The reactants are [N:1]1[CH:6]=[CH:5][C:4]([C:7]2[C:8]([C:15]3[CH:20]=[CH:19][C:18]([C:21]#[C:22][C:23]4[CH:32]=[CH:31][C:30]5[C:25](=[CH:26][CH:27]=[CH:28][CH:29]=5)[N:24]=4)=[CH:17][CH:16]=3)=[N:9][N:10]([CH2:12][CH2:13]O)[CH:11]=2)=[CH:3][CH:2]=1.[CH3:33][NH2:34].O. The catalyst is C1COCC1.CS(Cl)(=O)=O. The product is [CH3:33][NH:34][CH2:13][CH2:12][N:10]1[CH:11]=[C:7]([C:4]2[CH:5]=[CH:6][N:1]=[CH:2][CH:3]=2)[C:8]([C:15]2[CH:20]=[CH:19][C:18]([C:21]#[C:22][C:23]3[CH:32]=[CH:31][C:30]4[C:25](=[CH:26][CH:27]=[CH:28][CH:29]=4)[N:24]=3)=[CH:17][CH:16]=2)=[N:9]1. The yield is 0.250.